This data is from Catalyst prediction with 721,799 reactions and 888 catalyst types from USPTO. The task is: Predict which catalyst facilitates the given reaction. (1) Reactant: C(=[N:14][C:15]1[CH:16]=[CH:17][C:18]([F:32])=[C:19]([C@:21]2([CH3:31])[C:27]([F:29])([F:28])[CH2:26][O:25][CH2:24][C:23](=[O:30])[NH:22]2)[CH:20]=1)(C1C=CC=CC=1)C1C=CC=CC=1.Cl.C([O-])(O)=O.[Na+]. Product: [NH2:14][C:15]1[CH:16]=[CH:17][C:18]([F:32])=[C:19]([C@:21]2([CH3:31])[C:27]([F:28])([F:29])[CH2:26][O:25][CH2:24][C:23](=[O:30])[NH:22]2)[CH:20]=1. The catalyst class is: 12. (2) Reactant: [Cl:1][C:2]1[C:11]2[C:6](=[CH:7][CH:8]=[CH:9][CH:10]=2)[CH:5]=[C:4]([Cl:12])[N:3]=1.S(=O)(=O)(O)O.[Br:18]N1C(=O)CCC1=O. Product: [Br:18][C:7]1[CH:8]=[CH:9][CH:10]=[C:11]2[C:6]=1[CH:5]=[C:4]([Cl:12])[N:3]=[C:2]2[Cl:1]. The catalyst class is: 23. (3) Reactant: [CH2:1]([N:4]1[CH:8]=[C:7]([C:9]([O:11][CH2:12][CH3:13])=[O:10])[N:6]=[C:5]1[Br:14])[CH:2]=[CH2:3].[Cl:15][C:16]1[CH:23]=[CH:22][C:19]([CH:20]=[O:21])=[CH:18][CH:17]=1.[Li+].CC([N-]C(C)C)C. Product: [CH2:1]([N:4]1[C:8]([CH:20]([C:19]2[CH:22]=[CH:23][C:16]([Cl:15])=[CH:17][CH:18]=2)[OH:21])=[C:7]([C:9]([O:11][CH2:12][CH3:13])=[O:10])[N:6]=[C:5]1[Br:14])[CH:2]=[CH2:3]. The catalyst class is: 1. (4) Reactant: [Br:1][C:2]1[CH:3]=[C:4]([CH:9]=[C:10]([CH2:13][CH2:14][CH2:15][O:16][CH:17]([F:19])[F:18])[C:11]=1[CH3:12])[C:5](OC)=[O:6].CC(C[AlH]CC(C)C)C.CC(OI1(OC(C)=O)(OC(C)=O)OC(=O)C2C=CC=CC1=2)=O.C(=O)(O)[O-].[Na+]. Product: [Br:1][C:2]1[CH:3]=[C:4]([CH:9]=[C:10]([CH2:13][CH2:14][CH2:15][O:16][CH:17]([F:18])[F:19])[C:11]=1[CH3:12])[CH:5]=[O:6]. The catalyst class is: 363.